This data is from NCI-60 drug combinations with 297,098 pairs across 59 cell lines. The task is: Regression. Given two drug SMILES strings and cell line genomic features, predict the synergy score measuring deviation from expected non-interaction effect. (1) Drug 1: CC1=CC2C(CCC3(C2CCC3(C(=O)C)OC(=O)C)C)C4(C1=CC(=O)CC4)C. Drug 2: C1=NC(=NC(=O)N1C2C(C(C(O2)CO)O)O)N. Cell line: OVCAR3. Synergy scores: CSS=6.89, Synergy_ZIP=-1.13, Synergy_Bliss=3.34, Synergy_Loewe=-9.79, Synergy_HSA=0.492. (2) Drug 1: C1C(C(OC1N2C=NC3=C(N=C(N=C32)Cl)N)CO)O. Drug 2: CN(CCCl)CCCl.Cl. Cell line: SNB-75. Synergy scores: CSS=6.91, Synergy_ZIP=-4.08, Synergy_Bliss=-4.13, Synergy_Loewe=-1.78, Synergy_HSA=-1.60. (3) Drug 1: C1=NC2=C(N=C(N=C2N1C3C(C(C(O3)CO)O)O)F)N. Drug 2: C1CN1C2=NC(=NC(=N2)N3CC3)N4CC4. Cell line: HOP-62. Synergy scores: CSS=44.2, Synergy_ZIP=-0.339, Synergy_Bliss=9.31, Synergy_Loewe=-9.43, Synergy_HSA=3.19.